From a dataset of Forward reaction prediction with 1.9M reactions from USPTO patents (1976-2016). Predict the product of the given reaction. Given the reactants [Cl:1][C:2]1[CH:3]=[CH:4][C:5]([C:20]#[N:21])=[C:6]([C:8]2[CH:13]=[CH:12][N:11]([CH:14]([CH3:18])[C:15]([OH:17])=O)[C:10](=[O:19])[CH:9]=2)[CH:7]=1.[NH2:22][C:23]1[CH:32]=[CH:31][C:26]([C:27]([O:29][CH3:30])=[O:28])=[C:25]([Cl:33])[CH:24]=1, predict the reaction product. The product is: [Cl:33][C:25]1[CH:24]=[C:23]([NH:22][C:15](=[O:17])[CH:14]([N:11]2[CH:12]=[CH:13][C:8]([C:6]3[CH:7]=[C:2]([Cl:1])[CH:3]=[CH:4][C:5]=3[C:20]#[N:21])=[CH:9][C:10]2=[O:19])[CH3:18])[CH:32]=[CH:31][C:26]=1[C:27]([O:29][CH3:30])=[O:28].